This data is from Reaction yield outcomes from USPTO patents with 853,638 reactions. The task is: Predict the reaction yield, written as a fraction of the theoretical maximum amount of product (1.0 means a 100% yield; for example, 0.34 means a 34% yield). The catalyst is C1(P(C2C=CC=CC=2)[C-]2C=CC=C2)C=CC=CC=1.[C-]1(P(C2C=CC=CC=2)C2C=CC=CC=2)C=CC=C1.[Fe+2].C1C=CC(/C=C/C(/C=C/C2C=CC=CC=2)=O)=CC=1.C1C=CC(/C=C/C(/C=C/C2C=CC=CC=2)=O)=CC=1.C1C=CC(/C=C/C(/C=C/C2C=CC=CC=2)=O)=CC=1.[Pd].[Pd].[C-]#N.[C-]#N.[Zn+2]. The yield is 0.520. The product is [CH3:1][O:2][C:3](=[O:21])[C:4]1[CH:9]=[C:8]([C:22]#[N:23])[C:7]([F:11])=[C:6]([F:12])[C:5]=1[NH:13][C:14]1[CH:19]=[CH:18][CH:17]=[CH:16][C:15]=1[Cl:20]. The reactants are [CH3:1][O:2][C:3](=[O:21])[C:4]1[CH:9]=[C:8](Br)[C:7]([F:11])=[C:6]([F:12])[C:5]=1[NH:13][C:14]1[CH:19]=[CH:18][CH:17]=[CH:16][C:15]=1[Cl:20].[CH3:22][N:23]1CCCC1=O.